The task is: Predict the reaction yield, written as a fraction of the theoretical maximum amount of product (1.0 means a 100% yield; for example, 0.34 means a 34% yield).. This data is from Reaction yield outcomes from USPTO patents with 853,638 reactions. (1) The reactants are [Br:1][C:2]1[N:7]=[C:6]([CH3:8])[C:5]([OH:9])=[CH:4][CH:3]=1.C([O-])([O-])=O.[K+].[K+].Br[CH:17]([CH3:19])[CH3:18].O. The catalyst is CN(C=O)C.CCOC(C)=O. The product is [Br:1][C:2]1[N:7]=[C:6]([CH3:8])[C:5]([O:9][CH:17]([CH3:19])[CH3:18])=[CH:4][CH:3]=1. The yield is 0.850. (2) The reactants are [CH3:1][C:2]1[C:7]([N+:8]([O-:10])=[O:9])=[CH:6][N:5]=[C:4]([NH:11][C:12](=[O:14])[CH3:13])[CH:3]=1.CO[CH:17](OC)[N:18]([CH3:20])[CH3:19].C1(C)C=CC=CC=1. The catalyst is CN(C)C=O. The product is [CH3:17][N:18]([CH3:20])/[CH:19]=[CH:1]\[C:2]1[C:7]([N+:8]([O-:10])=[O:9])=[CH:6][N:5]=[C:4]([NH:11][C:12](=[O:14])[CH3:13])[CH:3]=1. The yield is 0.630. (3) The reactants are C(OC([N:8]1[CH2:13][CH2:12][N:11]([C:14]2[CH:19]=[CH:18][C:17]([NH:20][S:21]([C:24]3[CH:29]=[CH:28][C:27]([C@H:30]([CH3:33])[CH2:31][F:32])=[CH:26][CH:25]=3)(=[O:23])=[O:22])=[C:16]([CH3:34])[N:15]=2)[CH2:10][CH2:9]1)=O)(C)(C)C.[Br:35]N1C(=O)CCC1=O. The catalyst is C(#N)C. The product is [Br:35][C:19]1[CH:18]=[C:17]([NH:20][S:21]([C:24]2[CH:29]=[CH:28][C:27]([C@H:30]([CH3:33])[CH2:31][F:32])=[CH:26][CH:25]=2)(=[O:23])=[O:22])[C:16]([CH3:34])=[N:15][C:14]=1[N:11]1[CH2:12][CH2:13][NH:8][CH2:9][CH2:10]1. The yield is 0.380. (4) The reactants are [F:1][C:2]1[CH:7]=[CH:6][C:5]([C:8]2[O:9][C:10]3[CH:20]=[CH:19][C:18]([C:21]4[CH:22]=[C:23]([CH:27]=[CH:28][CH:29]=4)[C:24](O)=[O:25])=[CH:17][C:11]=3[C:12]=2[C:13](=[O:16])[NH:14][CH3:15])=[CH:4][CH:3]=1.[C:30]1([C:37]2[CH:42]=[CH:41][CH:40]=[CH:39][CH:38]=2)[C:31]([NH2:36])=[CH:32][CH:33]=[CH:34][CH:35]=1.CN(C(ON1N=NC2C=CC=NC1=2)=[N+](C)C)C.F[P-](F)(F)(F)(F)F.CCN(C(C)C)C(C)C. The yield is 0.410. The product is [C:30]1([C:37]2[CH:38]=[CH:39][CH:40]=[CH:41][CH:42]=2)[CH:35]=[CH:34][CH:33]=[CH:32][C:31]=1[NH:36][C:24]([C:23]1[CH:22]=[C:21]([C:18]2[CH:19]=[CH:20][C:10]3[O:9][C:8]([C:5]4[CH:6]=[CH:7][C:2]([F:1])=[CH:3][CH:4]=4)=[C:12]([C:13]([NH:14][CH3:15])=[O:16])[C:11]=3[CH:17]=2)[CH:29]=[CH:28][CH:27]=1)=[O:25]. The catalyst is CO.CN(C=O)C. (5) The reactants are [Cl:1][C:2]1[CH:3]=[C:4]([C:9]2([C:23]([F:26])([F:25])[F:24])[O:13][N:12]=[C:11]([C:14]3[CH:21]=[CH:20][C:17]([CH:18]=O)=[C:16]([CH3:22])[CH:15]=3)[CH2:10]2)[CH:5]=[C:6]([Cl:8])[CH:7]=1.[C:27]([O:31][C:32](=[O:36])[CH2:33][O:34][NH2:35])([CH3:30])([CH3:29])[CH3:28].C1(C)C=CC(S(O)(=O)=O)=CC=1. The catalyst is C1(C)C=CC=CC=1. The product is [C:27]([O:31][C:32](=[O:36])[CH2:33][O:34]/[N:35]=[CH:18]/[C:17]1[CH:20]=[CH:21][C:14]([C:11]2[CH2:10][C:9]([C:4]3[CH:3]=[C:2]([Cl:1])[CH:7]=[C:6]([Cl:8])[CH:5]=3)([C:23]([F:26])([F:24])[F:25])[O:13][N:12]=2)=[CH:15][C:16]=1[CH3:22])([CH3:30])([CH3:29])[CH3:28]. The yield is 0.560.